From a dataset of Catalyst prediction with 721,799 reactions and 888 catalyst types from USPTO. Predict which catalyst facilitates the given reaction. Reactant: [Br:1][C:2]1[C:3]([F:13])=[CH:4][C:5](F)=[C:6]([C:8](=[N:10][NH2:11])[CH3:9])[CH:7]=1. Product: [Br:1][C:2]1[CH:7]=[C:6]2[C:5](=[CH:4][C:3]=1[F:13])[NH:11][N:10]=[C:8]2[CH3:9]. The catalyst class is: 17.